This data is from Catalyst prediction with 721,799 reactions and 888 catalyst types from USPTO. The task is: Predict which catalyst facilitates the given reaction. Reactant: [NH2:1][C:2]1[N:6]([C:7]2[CH:8]=[C:9]([CH:15]=[CH:16][C:17]=2[CH3:18])[C:10]([NH:12]OC)=[O:11])N=C[C:3]=1[C:19](=[O:27])[C:20]1[CH:25]=[CH:24][CH:23]=[C:22](I)[CH:21]=1.CCN=C=N[CH2:33][CH2:34][CH2:35]N(C)C.ON1C(=O)CC[C:41]1=[O:46].C[CH:48]([NH2:50])C.CN(C=[O:55])C. Product: [NH2:1][C:2]1[N:6]([C:7]2[CH:8]=[C:9]([C:10](=[O:11])[NH:12][CH:33]3[CH2:34][CH2:35]3)[CH:15]=[CH:16][C:17]=2[CH3:18])[CH:48]=[N:50][C:3]=1[C:19]([C:20]1[CH:21]=[C:22]([CH:23]=[CH:24][CH:25]=1)[C:41]([OH:46])=[O:55])=[O:27]. The catalyst class is: 161.